From a dataset of HIV replication inhibition screening data with 41,000+ compounds from the AIDS Antiviral Screen. Binary Classification. Given a drug SMILES string, predict its activity (active/inactive) in a high-throughput screening assay against a specified biological target. The compound is Clc1ccc(Oc2ccc(N=Cc3ccc(Cl)cc3Cl)cc2Cl)cc1. The result is 0 (inactive).